From a dataset of Reaction yield outcomes from USPTO patents with 853,638 reactions. Predict the reaction yield, written as a fraction of the theoretical maximum amount of product (1.0 means a 100% yield; for example, 0.34 means a 34% yield). (1) The reactants are [N:1]1[CH:2]=[N:3][N:4]2[CH:9]=[C:8]([C:10]3[O:11][C:12]4([CH2:28][CH2:27][CH:26]([C:29](O)=[O:30])[CH2:25][CH2:24]4)[C:13](=[O:23])[C:14]=3[C:15]3[CH:20]=[CH:19][C:18]([F:21])=[C:17]([CH3:22])[CH:16]=3)[CH:7]=[CH:6][C:5]=12.C[N:33](C=O)C.C(Cl)(C(Cl)=O)=O. The catalyst is ClCCl. The product is [N:1]1[CH:2]=[N:3][N:4]2[CH:9]=[C:8]([C:10]3[O:11][C:12]4([CH2:28][CH2:27][CH:26]([C:29]([NH2:33])=[O:30])[CH2:25][CH2:24]4)[C:13](=[O:23])[C:14]=3[C:15]3[CH:20]=[CH:19][C:18]([F:21])=[C:17]([CH3:22])[CH:16]=3)[CH:7]=[CH:6][C:5]=12. The yield is 0.280. (2) The reactants are C(=O)([O-])[O-].[Cs+].[Cs+].[Cl:7][C:8]1[CH:12]=[N:11][N:10]([CH3:13])[C:9]=1[C:14]1[CH:15]=[C:16]([NH:21][C:22](=[O:33])[C:23]2[CH:28]=[CH:27][CH:26]=[C:25]([C:29]([F:32])([F:31])[F:30])[CH:24]=2)[CH:17]=[CH:18][C:19]=1[OH:20].CS(O[CH2:39][C:40]([CH3:45])([N+:42]([O-:44])=[O:43])[CH3:41])(=O)=O.O. The yield is 0.680. The product is [N+:42]([C:40]([CH3:45])([CH3:41])[CH2:39][O:20][C:19]1[CH:18]=[CH:17][C:16]([NH:21][C:22](=[O:33])[C:23]2[CH:28]=[CH:27][CH:26]=[C:25]([C:29]([F:31])([F:30])[F:32])[CH:24]=2)=[CH:15][C:14]=1[C:9]1[N:10]([CH3:13])[N:11]=[CH:12][C:8]=1[Cl:7])([O-:44])=[O:43]. The catalyst is CC(N(C)C)=O. (3) The reactants are ClC(Cl)(O[C:5](=[O:11])[O:6][C:7](Cl)(Cl)Cl)Cl.[N:13]1C=CC=C[CH:14]=1.OC[CH2:21][CH2:22][C:23]1[CH:34]=[CH:33][C:26]2[O:27][CH:28]([CH3:32])[C:29](=[O:31])[NH:30][C:25]=2[CH:24]=1.Cl.CN.C(N(CC)CC)C. The catalyst is C1(C)C=CC=CC=1. The product is [CH3:14][NH:13][C:5](=[O:11])[O:6][CH2:7][CH2:21][CH2:22][C:23]1[CH:34]=[CH:33][C:26]2[O:27][CH:28]([CH3:32])[C:29](=[O:31])[NH:30][C:25]=2[CH:24]=1. The yield is 0.290. (4) The reactants are [F:1][C:2]1[C:10]([O:11][CH3:12])=[CH:9][CH:8]=[CH:7][C:3]=1C(O)=O.C([N:16](C(C)C)CC)(C)C.C1(P(N=[N+]=[N-])(C2C=CC=CC=2)=O)C=CC=CC=1.C(OCC)(=O)C. The catalyst is Cl.C(O)(C)(C)C.C1(C)C=CC=CC=1. The product is [F:1][C:2]1[C:10]([O:11][CH3:12])=[CH:9][CH:8]=[CH:7][C:3]=1[NH2:16]. The yield is 0.720. (5) The reactants are [C:1]1([C:7]2[CH:8]=[C:9]3[C:13](=[CH:14][CH:15]=2)[NH:12][C:11](=[O:16])[CH2:10]3)[CH:6]=[CH:5][CH:4]=[CH:3][CH:2]=1.[N:17]1([CH2:22][CH2:23][CH2:24][NH:25][C:26]([C:28]2[C:32]([CH3:33])=[C:31]([CH:34]=O)[NH:30][C:29]=2[CH3:36])=[O:27])[CH:21]=[CH:20][N:19]=[CH:18]1. No catalyst specified. The product is [N:17]1([CH2:22][CH2:23][CH2:24][NH:25][C:26]([C:28]2[C:32]([CH3:33])=[C:31]([CH:34]=[C:10]3[C:9]4[C:13](=[CH:14][CH:15]=[C:7]([C:1]5[CH:2]=[CH:3][CH:4]=[CH:5][CH:6]=5)[CH:8]=4)[NH:12][C:11]3=[O:16])[NH:30][C:29]=2[CH3:36])=[O:27])[CH:21]=[CH:20][N:19]=[CH:18]1. The yield is 0.590. (6) The reactants are [CH3:1][O:2][C:3]1[CH:8]=[CH:7][C:6]([CH2:9][C:10]([OH:12])=O)=[CH:5][CH:4]=1.C(N=C=NCCCN(C)C)C.[NH2:24][C:25]1[CH:30]=[CH:29][CH:28]=[CH:27][N:26]=1. The catalyst is ClCCl. The product is [CH3:1][O:2][C:3]1[CH:4]=[CH:5][C:6]([CH2:9][C:10]([NH:24][C:25]2[CH:30]=[CH:29][CH:28]=[CH:27][N:26]=2)=[O:12])=[CH:7][CH:8]=1. The yield is 0.920. (7) The reactants are ClC(Cl)(OC(=O)[O:6][C:7]([Cl:10])(Cl)Cl)Cl.C([N:20]1[CH2:25][CH2:24][C:23](=[O:26])[CH2:22][CH2:21]1)C1C=CC=CC=1. The catalyst is C(Cl)Cl. The product is [O:26]=[C:23]1[CH2:24][CH2:25][N:20]([C:7]([Cl:10])=[O:6])[CH2:21][CH2:22]1. The yield is 0.760. (8) The reactants are [NH2:1][C:2]1[C:7]([CH2:8][OH:9])=[C:6]([C:10]2[CH:11]=[C:12]([NH:16][C:17](=[O:21])[CH2:18][CH2:19]Cl)[CH:13]=[CH:14][CH:15]=2)[CH:5]=[C:4]([C:22]2[CH:27]=[CH:26][CH:25]=[CH:24][C:23]=2[OH:28])[N:3]=1.[I-].[Na+].[NH:31]1[CH2:36][CH2:35][CH2:34][CH2:33][CH2:32]1. The catalyst is C(#N)C.O. The product is [NH2:1][C:2]1[C:7]([CH2:8][OH:9])=[C:6]([C:10]2[CH:11]=[C:12]([NH:16][C:17](=[O:21])[CH2:18][CH2:19][N:31]3[CH2:36][CH2:35][CH2:34][CH2:33][CH2:32]3)[CH:13]=[CH:14][CH:15]=2)[CH:5]=[C:4]([C:22]2[CH:27]=[CH:26][CH:25]=[CH:24][C:23]=2[OH:28])[N:3]=1. The yield is 0.750.